From a dataset of Experimentally validated miRNA-target interactions with 360,000+ pairs, plus equal number of negative samples. Binary Classification. Given a miRNA mature sequence and a target amino acid sequence, predict their likelihood of interaction. The miRNA is hsa-miR-6515-3p with sequence UCUCUUCAUCUACCCCCCAG. The protein sequence of the target gene is MASSGGGNTGAGGTSGLGLGLGLSLGMGEATGDAEEEAAAAEAVGRLATSLWLRLRGWEAVLAAAQRLLVWEKPLHSLVTAATLNGLFWLLSSSSLRPFFLLSISLLTYFLLDLWHPRFLPDVSAPPPEEPHSDSEGAGSGAQPHLLSVPELCRYLAESWLTFQIHLQELLQYKRQNPAQFCARGCAACAVLAVLGHYVPGVMISYIVLLSILLWPLVVYHELIQRMYTRLEPLLMQLDYSMKAEADALHHKHDKRKRQGKSAPPAGDEPLAETESESEAELAGFSPVVDVKKTALALAI.... Result: 0 (no interaction).